This data is from Full USPTO retrosynthesis dataset with 1.9M reactions from patents (1976-2016). The task is: Predict the reactants needed to synthesize the given product. (1) Given the product [Cl:1][C:2]1[CH:3]=[C:4]([CH:9]=[C:10]([O:12][CH3:13])[CH:11]=1)[CH2:5][NH2:6], predict the reactants needed to synthesize it. The reactants are: [Cl:1][C:2]1[CH:3]=[C:4]([CH:9]=[C:10]([O:12][CH3:13])[CH:11]=1)[CH2:5][N:6]=[N+]=[N-].[H-].[H-].[H-].[H-].[Li+].[Al+3].C(OCC)(=O)C.[OH-].[Na+]. (2) Given the product [OH:22][C:20]1[CH:21]=[C:16]([CH:15]=[CH:14][C:5]2[CH:4]=[C:3]([OH:2])[C:8]([CH2:9][CH2:10][CH3:11])=[C:7]([OH:12])[CH:6]=2)[CH:17]=[C:18]([OH:24])[CH:19]=1, predict the reactants needed to synthesize it. The reactants are: C[O:2][C:3]1[CH:4]=[C:5]([CH:14]=[CH:15][C:16]2[CH:21]=[C:20]([O:22]C)[CH:19]=[C:18]([O:24]C)[CH:17]=2)[CH:6]=[C:7]([O:12]C)[C:8]=1[CH2:9][CH2:10][CH3:11].B(Br)(Br)Br. (3) The reactants are: Br[C:2]1[S:3][CH:4]=[CH:5][C:6]=1[C:7]([O:9]C)=O.[NH2:11][C:12]1[C:21](B2OC(C)(C)C(C)(C)O2)=[CH:20][CH:19]=[CH:18][C:13]=1[C:14]([O:16][CH3:17])=[O:15].C([O-])([O-])=O.[Cs+].[Cs+].C(Cl)Cl. Given the product [O:9]=[C:7]1[C:6]2[CH:5]=[CH:4][S:3][C:2]=2[C:21]2[C:12](=[C:13]([C:14]([O:16][CH3:17])=[O:15])[CH:18]=[CH:19][CH:20]=2)[NH:11]1, predict the reactants needed to synthesize it. (4) Given the product [CH3:34][C:4]([NH:6][C:7]([C:9]1[CH:33]=[CH:32][C:12]2[N:13]([CH3:31])[C:14]([NH:16][C:17]3[S:18][C:19]4[CH:25]=[C:24]([O:26][C:27]([F:28])([F:29])[F:30])[CH:23]=[CH:22][C:20]=4[N:21]=3)=[N:15][C:11]=2[CH:10]=1)=[O:8])([CH3:5])[C:3]([OH:35])=[O:2], predict the reactants needed to synthesize it. The reactants are: C[O:2][C:3](=[O:35])[C:4]([CH3:34])([NH:6][C:7]([C:9]1[CH:33]=[CH:32][C:12]2[N:13]([CH3:31])[C:14]([NH:16][C:17]3[S:18][C:19]4[CH:25]=[C:24]([O:26][C:27]([F:30])([F:29])[F:28])[CH:23]=[CH:22][C:20]=4[N:21]=3)=[N:15][C:11]=2[CH:10]=1)=[O:8])[CH3:5].[Li+].[OH-]. (5) Given the product [Cl:1][C:2]1[N:10]=[C:9]2[C:5]([N:6]=[C:7]([CH2:13][N:14]3[CH2:19][CH2:18][C:17]4([O:32][CH2:33][C:34](=[O:43])[NH:35][CH2:36]4)[CH2:16][CH2:15]3)[N:8]2[CH2:11][CH3:12])=[C:4]([N:26]2[CH2:31][CH2:30][O:29][CH2:28][CH2:27]2)[N:3]=1, predict the reactants needed to synthesize it. The reactants are: [Cl:1][C:2]1[N:10]=[C:9]2[C:5]([N:6]=[C:7]([CH2:13][N:14]3[CH2:19][CH2:18][CH:17](N4CC(F)(F)C4)[CH2:16][CH2:15]3)[N:8]2[CH2:11][CH3:12])=[C:4]([N:26]2[CH2:31][CH2:30][O:29][CH2:28][CH2:27]2)[N:3]=1.[O:32]1C2(CCNCC2)[CH2:36][NH:35][C:34](=[O:43])[CH2:33]1. (6) Given the product [CH3:15][C:16]1[N:17]=[C:18]([NH:21][C:2]2[CH:7]=[C:6]([O:8][C:9]3[CH:14]=[CH:13][CH:12]=[CH:11][CH:10]=3)[N:5]=[CH:4][N:3]=2)[S:19][CH:20]=1, predict the reactants needed to synthesize it. The reactants are: Cl[C:2]1[CH:7]=[C:6]([O:8][C:9]2[CH:14]=[CH:13][CH:12]=[CH:11][CH:10]=2)[N:5]=[CH:4][N:3]=1.[CH3:15][C:16]1[N:17]=[C:18]([NH2:21])[S:19][CH:20]=1.P([O-])([O-])([O-])=O.[K+].[K+].[K+].C1(P(C2C=CC=CC=2)C2C3OC4C(=CC=CC=4P(C4C=CC=CC=4)C4C=CC=CC=4)C(C)(C)C=3C=CC=2)C=CC=CC=1. (7) The reactants are: [N+](=[CH:3][C:4]([CH:6]1[CH2:11][CH2:10][N:9]([C:12]([O:14][CH2:15][CH:16]2[C:28]3[CH:27]=[CH:26][CH:25]=[CH:24][C:23]=3[C:22]3[C:17]2=[CH:18][CH:19]=[CH:20][CH:21]=3)=[O:13])[CH2:8][CH2:7]1)=[O:5])=[N-].[BrH:29]. Given the product [Br:29][CH2:3][C:4]([CH:6]1[CH2:11][CH2:10][N:9]([C:12]([O:14][CH2:15][CH:16]2[C:28]3[CH:27]=[CH:26][CH:25]=[CH:24][C:23]=3[C:22]3[C:17]2=[CH:18][CH:19]=[CH:20][CH:21]=3)=[O:13])[CH2:8][CH2:7]1)=[O:5], predict the reactants needed to synthesize it. (8) Given the product [NH2:18][CH2:17][CH2:16][CH2:15][NH:14][C:12]([C:9]1[CH:8]=[C:7]([C:1]2[CH:6]=[CH:5][CH:4]=[CH:3][CH:2]=2)[O:11][N:10]=1)=[O:13], predict the reactants needed to synthesize it. The reactants are: [C:1]1([C:7]2[O:11][N:10]=[C:9]([C:12]([NH:14][CH2:15][CH2:16][CH2:17][NH:18]C(=O)OC(C)(C)C)=[O:13])[CH:8]=2)[CH:6]=[CH:5][CH:4]=[CH:3][CH:2]=1.C(Cl)Cl.Cl. (9) The reactants are: [CH3:1][C:2]([CH3:23])([CH2:7][C:8]([NH:10][CH2:11][C:12]([C:14]1[CH:19]=[CH:18][C:17]([N+:20]([O-:22])=[O:21])=[CH:16][CH:15]=1)=[O:13])=O)[C:3]([O:5][CH3:6])=[O:4]. Given the product [CH3:1][C:2]([CH3:23])([CH2:7][C:8]1[O:13][C:12]([C:14]2[CH:19]=[CH:18][C:17]([N+:20]([O-:22])=[O:21])=[CH:16][CH:15]=2)=[CH:11][N:10]=1)[C:3]([O:5][CH3:6])=[O:4], predict the reactants needed to synthesize it. (10) Given the product [Br:20][C:17]1[CH:18]=[CH:19][C:14]([N:10]2[C:9]([C:21](=[O:22])[NH:23][CH3:24])=[C:8]3[C:12]([CH:13]=[C:5]([N:4]([S:28]([CH3:31])(=[O:30])=[O:29])[CH2:3][CH2:45][CH2:44][NH:43][C:37]([C@H:33]4[CH2:34][CH2:35][CH2:36][C@H:32]4[C:40]([OH:42])=[O:41])=[O:39])[C:6]([CH:25]4[CH2:27][CH2:26]4)=[CH:7]3)=[N:11]2)=[CH:15][CH:16]=1, predict the reactants needed to synthesize it. The reactants are: NC[CH2:3][N:4]([S:28]([CH3:31])(=[O:30])=[O:29])[C:5]1[C:6]([CH:25]2[CH2:27][CH2:26]2)=[CH:7][C:8]2[C:12]([CH:13]=1)=[N:11][N:10]([C:14]1[CH:19]=[CH:18][C:17]([Br:20])=[CH:16][CH:15]=1)[C:9]=2[C:21]([NH:23][CH3:24])=[O:22].[C@@H:32]1([C:40]([OH:42])=[O:41])[CH2:36][CH2:35][CH2:34][C@@H:33]1[C:37]([OH:39])=O.[N:43]1C=CC=[CH:45][CH:44]=1.